From a dataset of Full USPTO retrosynthesis dataset with 1.9M reactions from patents (1976-2016). Predict the reactants needed to synthesize the given product. (1) Given the product [F:1][C:2]1[C:7]([F:8])=[CH:6][CH:5]=[CH:4][C:3]=1[C:9]1[CH:14]=[CH:13][N:12]=[C:11]([N:15]2[CH2:20][CH2:19][N:18]([C:38]([NH:37][C:34]3[O:33][N:32]=[C:31]([CH3:30])[C:35]=3[CH3:36])=[O:39])[CH2:17][CH2:16]2)[CH:10]=1, predict the reactants needed to synthesize it. The reactants are: [F:1][C:2]1[C:7]([F:8])=[CH:6][CH:5]=[CH:4][C:3]=1[C:9]1[CH:14]=[CH:13][N:12]=[C:11]([N:15]2[CH2:20][CH2:19][NH:18][CH2:17][CH2:16]2)[CH:10]=1.C(N(CC)C(C)C)(C)C.[CH3:30][C:31]1[C:35]([CH3:36])=[C:34]([NH:37][C:38](=O)[O:39]CC(Cl)(Cl)Cl)[O:33][N:32]=1.O. (2) Given the product [CH3:11][N:1]1[CH:5]=[C:4]([CH2:6][CH2:7][OH:8])[CH:3]=[N:2]1, predict the reactants needed to synthesize it. The reactants are: [NH:1]1[CH:5]=[C:4]([CH2:6][CH2:7][OH:8])[CH:3]=[N:2]1.[OH-].[K+].[CH3:11]I.O.